Dataset: Forward reaction prediction with 1.9M reactions from USPTO patents (1976-2016). Task: Predict the product of the given reaction. (1) Given the reactants [CH:1]1([C:4]2[CH:5]=[CH:6][C:7]([C:15]([OH:17])=O)=[N:8][C:9]=2[O:10][CH2:11][CH:12]2[CH2:14][CH2:13]2)[CH2:3][CH2:2]1.[NH2:18][C:19]1([C:25]([NH2:27])=[O:26])[CH2:24][CH2:23][O:22][CH2:21][CH2:20]1, predict the reaction product. The product is: [C:25]([C:19]1([NH:18][C:15]([C:7]2[CH:6]=[CH:5][C:4]([CH:1]3[CH2:2][CH2:3]3)=[C:9]([O:10][CH2:11][CH:12]3[CH2:13][CH2:14]3)[N:8]=2)=[O:17])[CH2:24][CH2:23][O:22][CH2:21][CH2:20]1)(=[O:26])[NH2:27]. (2) Given the reactants [NH2:1][C:2]1[NH:6][N:5]=[C:4]([NH:7][C:8]2[CH:13]=[CH:12][CH:11]=[C:10]([Cl:14])[CH:9]=2)[C:3]=1[C:15]([NH2:17])=[O:16].[N:18]1[CH:23]=[CH:22][CH:21]=[N:20][C:19]=1[O:24][C:25]1[CH:30]=[CH:29][C:28]([CH:31]=O)=[CH:27][CH:26]=1, predict the reaction product. The product is: [Cl:14][C:10]1[CH:9]=[C:8]([NH:7][C:4]2[C:3]([C:15]([NH2:17])=[O:16])=[C:2]([N:1]=[CH:31][C:28]3[CH:27]=[CH:26][C:25]([O:24][C:19]4[N:18]=[CH:23][CH:22]=[CH:21][N:20]=4)=[CH:30][CH:29]=3)[NH:6][N:5]=2)[CH:13]=[CH:12][CH:11]=1. (3) Given the reactants [NH2:1][C:2]1[C:7]([Cl:8])=[C:6]([N:9]2[CH2:19][CH2:18][C:12]3([C:16](=[O:17])[NH:15][CH2:14][CH2:13]3)[CH2:11][CH2:10]2)[C:5](Br)=[CH:4][N:3]=1.[CH3:21][N:22]1[C:26]2[CH:27]=[CH:28][C:29](B3OC(C)(C)C(C)(C)O3)=[CH:30][C:25]=2[CH2:24][S:23]1(=[O:41])=[O:40].C(=O)([O-])[O-].[Na+].[Na+], predict the reaction product. The product is: [NH2:1][C:2]1[C:7]([Cl:8])=[C:6]([N:9]2[CH2:19][CH2:18][C:12]3([C:16](=[O:17])[NH:15][CH2:14][CH2:13]3)[CH2:11][CH2:10]2)[C:5]([C:29]2[CH:28]=[CH:27][C:26]3[N:22]([CH3:21])[S:23](=[O:40])(=[O:41])[CH2:24][C:25]=3[CH:30]=2)=[CH:4][N:3]=1.